Dataset: NCI-60 drug combinations with 297,098 pairs across 59 cell lines. Task: Regression. Given two drug SMILES strings and cell line genomic features, predict the synergy score measuring deviation from expected non-interaction effect. (1) Drug 1: CC1=C(C=C(C=C1)NC(=O)C2=CC=C(C=C2)CN3CCN(CC3)C)NC4=NC=CC(=N4)C5=CN=CC=C5. Drug 2: CC=C1C(=O)NC(C(=O)OC2CC(=O)NC(C(=O)NC(CSSCCC=C2)C(=O)N1)C(C)C)C(C)C. Cell line: EKVX. Synergy scores: CSS=3.46, Synergy_ZIP=-0.818, Synergy_Bliss=1.30, Synergy_Loewe=-14.7, Synergy_HSA=-3.45. (2) Drug 1: CN(C(=O)NC(C=O)C(C(C(CO)O)O)O)N=O. Drug 2: CC1=C(C(=O)C2=C(C1=O)N3CC4C(C3(C2COC(=O)N)OC)N4)N. Cell line: NCI-H460. Synergy scores: CSS=64.6, Synergy_ZIP=58.5, Synergy_Bliss=56.8, Synergy_Loewe=54.1, Synergy_HSA=55.3. (3) Synergy scores: CSS=15.5, Synergy_ZIP=-1.19, Synergy_Bliss=0.223, Synergy_Loewe=-28.0, Synergy_HSA=-0.590. Drug 1: CC1=C2C(C(=O)C3(C(CC4C(C3C(C(C2(C)C)(CC1OC(=O)C(C(C5=CC=CC=C5)NC(=O)C6=CC=CC=C6)O)O)OC(=O)C7=CC=CC=C7)(CO4)OC(=O)C)O)C)OC(=O)C. Drug 2: C(=O)(N)NO. Cell line: NCI-H322M. (4) Drug 1: CC(C1=C(C=CC(=C1Cl)F)Cl)OC2=C(N=CC(=C2)C3=CN(N=C3)C4CCNCC4)N. Drug 2: C1CC(=O)NC(=O)C1N2C(=O)C3=CC=CC=C3C2=O. Cell line: SK-OV-3. Synergy scores: CSS=7.45, Synergy_ZIP=-0.0931, Synergy_Bliss=4.59, Synergy_Loewe=2.33, Synergy_HSA=4.25. (5) Drug 1: C1C(C(OC1N2C=C(C(=O)NC2=O)F)CO)O. Drug 2: CC1=C(C(CCC1)(C)C)C=CC(=CC=CC(=CC(=O)O)C)C. Cell line: HCT-15. Synergy scores: CSS=23.5, Synergy_ZIP=-3.06, Synergy_Bliss=-3.18, Synergy_Loewe=-41.0, Synergy_HSA=-5.18. (6) Drug 1: CN(C)C1=NC(=NC(=N1)N(C)C)N(C)C. Drug 2: CC1=C(C(=CC=C1)Cl)NC(=O)C2=CN=C(S2)NC3=CC(=NC(=N3)C)N4CCN(CC4)CCO. Cell line: SW-620. Synergy scores: CSS=2.34, Synergy_ZIP=-1.74, Synergy_Bliss=-1.77, Synergy_Loewe=-3.03, Synergy_HSA=-1.21.